This data is from Forward reaction prediction with 1.9M reactions from USPTO patents (1976-2016). The task is: Predict the product of the given reaction. Given the reactants Br[CH2:2][C:3]([C:5]1[CH:10]=[C:9]([Br:11])[CH:8]=[CH:7][C:6]=1[O:12][CH3:13])=O.[N:14]1([C:19]2[CH:24]=[CH:23][C:22]([NH:25][C:26]([NH2:28])=[S:27])=[CH:21][C:20]=2[O:29][CH3:30])[CH:18]=[CH:17][N:16]=[CH:15]1, predict the reaction product. The product is: [Br:11][C:9]1[CH:8]=[CH:7][C:6]([O:12][CH3:13])=[C:5]([C:3]2[N:28]=[C:26]([NH:25][C:22]3[CH:23]=[CH:24][C:19]([N:14]4[CH:18]=[CH:17][N:16]=[CH:15]4)=[C:20]([O:29][CH3:30])[CH:21]=3)[S:27][CH:2]=2)[CH:10]=1.